This data is from Forward reaction prediction with 1.9M reactions from USPTO patents (1976-2016). The task is: Predict the product of the given reaction. (1) Given the reactants [F:1][C:2]1[CH:3]=[C:4]([CH:6]=[CH:7][C:8]=1[Br:9])[NH2:5].[N+]([C:13]1[CH:18]=CC=C[CH:14]=1)([O-])=O.S(=O)(=O)(O)O, predict the reaction product. The product is: [F:1][C:2]1[C:8]([Br:9])=[CH:7][CH:6]=[C:4]2[C:3]=1[CH:14]=[CH:13][CH:18]=[N:5]2.[F:1][C:2]1[CH:3]=[C:4]2[C:6]([CH:14]=[CH:13][CH:18]=[N:5]2)=[CH:7][C:8]=1[Br:9]. (2) Given the reactants [NH2:1][C:2]1[C:7]([C:8]([C:10]2[CH:15]=[C:14]([F:16])[CH:13]=[CH:12][C:11]=2[O:17][CH3:18])=[O:9])=[CH:6][N:5]=[C:4]([NH:19][CH:20]2[CH2:25][CH2:24][N:23]([S:26]([CH2:29][CH2:30][CH2:31]N3CCCC3)(=[O:28])=[O:27])[CH2:22][CH2:21]2)[N:3]=1.[I-].[K+].[C:39]([O-:42])(=[O:41])[CH3:40].[K+], predict the reaction product. The product is: [NH2:1][C:2]1[C:7]([C:8](=[O:9])[C:10]2[CH:15]=[C:14]([F:16])[CH:13]=[CH:12][C:11]=2[O:17][CH3:18])=[CH:6][N:5]=[C:4]([NH:19][CH:20]2[CH2:21][CH2:22][N:23]([S:26]([CH2:29][CH2:30][CH2:31][O:42][C:39](=[O:41])[CH3:40])(=[O:28])=[O:27])[CH2:24][CH2:25]2)[N:3]=1. (3) Given the reactants C([O-])([O-])=O.[K+].[K+].O.C([O:11][C:12]1[C:17]([CH3:18])=[C:16]([CH2:19][O:20][CH2:21][C:22]2[CH:27]=[CH:26][CH:25]=[CH:24][CH:23]=2)[O:15][C:14](=[O:28])[C:13]=1[CH3:29])(=O)C, predict the reaction product. The product is: [CH2:21]([O:20][CH2:19][C:16]1[O:15][C:14](=[O:28])[C:13]([CH3:29])=[C:12]([OH:11])[C:17]=1[CH3:18])[C:22]1[CH:27]=[CH:26][CH:25]=[CH:24][CH:23]=1. (4) Given the reactants [H-].[Na+].[CH3:3][CH2:4][O:5][C:6]([CH:8](P(OCC)(OCC)=O)[CH3:9])=[O:7].[CH2:18]([O:22][CH2:23][CH2:24][O:25][C:26]1[CH:31]=[CH:30][C:29]([C:32]2[CH:33]=[N:34][C:35]([N:40]3[CH2:44][CH2:43][CH2:42][CH2:41]3)=[C:36]([CH:39]=2)[CH:37]=O)=[CH:28][CH:27]=1)[CH2:19][CH2:20][CH3:21], predict the reaction product. The product is: [CH2:18]([O:22][CH2:23][CH2:24][O:25][C:26]1[CH:27]=[CH:28][C:29]([C:32]2[CH:39]=[C:36](/[CH:37]=[C:8](\[CH3:9])/[C:6]([O:5][CH2:4][CH3:3])=[O:7])[C:35]([N:40]3[CH2:44][CH2:43][CH2:42][CH2:41]3)=[N:34][CH:33]=2)=[CH:30][CH:31]=1)[CH2:19][CH2:20][CH3:21]. (5) Given the reactants [OH:1][CH:2]([CH2:6][CH2:7][CH2:8][CH2:9][CH2:10][CH2:11][CH2:12][CH2:13][CH2:14][CH2:15][CH2:16][CH2:17][CH2:18][CH3:19])[C:3]([OH:5])=[O:4].C(O)[CH2:21][CH2:22][CH2:23][CH2:24][CH2:25][OH:26].C1(C)C=CC(S(O)(=O)=O)=CC=1, predict the reaction product. The product is: [OH:1][CH:2]([CH2:6][CH2:7][CH2:8][CH2:9][CH2:10][CH2:11][CH2:12][CH2:13][CH2:14][CH2:15][CH2:16][CH2:17][CH2:18][CH3:19])[C:3]([O:5][CH2:21][CH2:22][CH2:23][CH2:24][CH2:25][OH:26])=[O:4].